This data is from Full USPTO retrosynthesis dataset with 1.9M reactions from patents (1976-2016). The task is: Predict the reactants needed to synthesize the given product. Given the product [Br:11][CH2:9][C:8]1[C:3]([CH2:1][CH3:2])=[N:4][CH:5]=[CH:6][CH:7]=1, predict the reactants needed to synthesize it. The reactants are: [CH2:1]([C:3]1[C:8]([CH2:9]O)=[CH:7][CH:6]=[CH:5][N:4]=1)[CH3:2].[Br:11]P(Br)Br.